This data is from Reaction yield outcomes from USPTO patents with 853,638 reactions. The task is: Predict the reaction yield, written as a fraction of the theoretical maximum amount of product (1.0 means a 100% yield; for example, 0.34 means a 34% yield). The reactants are O.O.[Sn](Cl)Cl.[N:6]1([C:12]2[CH:23]=[CH:22][C:21]([N+:24]([O-])=O)=[CH:20][C:13]=2[C:14]([O:16][CH2:17][CH:18]=[CH2:19])=[O:15])[CH2:11][CH2:10][O:9][CH2:8][CH2:7]1.C(O)C. The catalyst is CCOC(C)=O. The product is [NH2:24][C:21]1[CH:22]=[CH:23][C:12]([N:6]2[CH2:7][CH2:8][O:9][CH2:10][CH2:11]2)=[C:13]([CH:20]=1)[C:14]([O:16][CH2:17][CH:18]=[CH2:19])=[O:15]. The yield is 0.540.